From a dataset of NCI-60 drug combinations with 297,098 pairs across 59 cell lines. Regression. Given two drug SMILES strings and cell line genomic features, predict the synergy score measuring deviation from expected non-interaction effect. (1) Drug 1: CC=C1C(=O)NC(C(=O)OC2CC(=O)NC(C(=O)NC(CSSCCC=C2)C(=O)N1)C(C)C)C(C)C. Drug 2: CC12CCC3C(C1CCC2O)C(CC4=C3C=CC(=C4)O)CCCCCCCCCS(=O)CCCC(C(F)(F)F)(F)F. Cell line: CAKI-1. Synergy scores: CSS=29.4, Synergy_ZIP=-5.43, Synergy_Bliss=1.11, Synergy_Loewe=-31.3, Synergy_HSA=2.18. (2) Drug 1: C1=CC(=C2C(=C1NCCNCCO)C(=O)C3=C(C=CC(=C3C2=O)O)O)NCCNCCO. Drug 2: C(CCl)NC(=O)N(CCCl)N=O. Cell line: A549. Synergy scores: CSS=37.6, Synergy_ZIP=0.958, Synergy_Bliss=-0.999, Synergy_Loewe=-36.0, Synergy_HSA=-2.78.